Dataset: NCI-60 drug combinations with 297,098 pairs across 59 cell lines. Task: Regression. Given two drug SMILES strings and cell line genomic features, predict the synergy score measuring deviation from expected non-interaction effect. (1) Drug 1: C1=C(C(=O)NC(=O)N1)F. Drug 2: COC1=C2C(=CC3=C1OC=C3)C=CC(=O)O2. Cell line: SK-OV-3. Synergy scores: CSS=23.8, Synergy_ZIP=5.26, Synergy_Bliss=5.60, Synergy_Loewe=2.64, Synergy_HSA=4.94. (2) Drug 1: CC1=C2C(C(=O)C3(C(CC4C(C3C(C(C2(C)C)(CC1OC(=O)C(C(C5=CC=CC=C5)NC(=O)OC(C)(C)C)O)O)OC(=O)C6=CC=CC=C6)(CO4)OC(=O)C)O)C)O. Drug 2: COC1=C2C(=CC3=C1OC=C3)C=CC(=O)O2. Cell line: SK-OV-3. Synergy scores: CSS=5.15, Synergy_ZIP=-13.3, Synergy_Bliss=-15.8, Synergy_Loewe=-36.7, Synergy_HSA=-16.6. (3) Drug 1: CC=C1C(=O)NC(C(=O)OC2CC(=O)NC(C(=O)NC(CSSCCC=C2)C(=O)N1)C(C)C)C(C)C. Drug 2: C1CN(CCN1C(=O)CCBr)C(=O)CCBr. Cell line: SK-MEL-28. Synergy scores: CSS=53.0, Synergy_ZIP=2.01, Synergy_Bliss=-0.116, Synergy_Loewe=-16.0, Synergy_HSA=1.20.